From a dataset of Full USPTO retrosynthesis dataset with 1.9M reactions from patents (1976-2016). Predict the reactants needed to synthesize the given product. (1) Given the product [C:1]([O:5][C:6]([N:8]1[CH2:9][CH2:10][N:11]([C:14]2[CH:19]=[CH:18][C:17]([N+:20]([O-:22])=[O:21])=[C:16]([N:23]([C:24](=[O:33])[CH2:25][O:26][C:27]3[CH:32]=[CH:31][CH:30]=[CH:29][CH:28]=3)[CH2:47][C:46]3[CH:49]=[CH:50][C:43]([O:42][C:41]([F:40])([F:51])[F:52])=[CH:44][CH:45]=3)[CH:15]=2)[CH2:12][CH2:13]1)=[O:7])([CH3:4])([CH3:2])[CH3:3], predict the reactants needed to synthesize it. The reactants are: [C:1]([O:5][C:6]([N:8]1[CH2:13][CH2:12][N:11]([C:14]2[CH:19]=[CH:18][C:17]([N+:20]([O-:22])=[O:21])=[C:16]([NH:23][C:24](=[O:33])[CH2:25][O:26][C:27]3[CH:32]=[CH:31][CH:30]=[CH:29][CH:28]=3)[CH:15]=2)[CH2:10][CH2:9]1)=[O:7])([CH3:4])([CH3:3])[CH3:2].C(=O)([O-])[O-].[Cs+].[Cs+].[F:40][C:41]([F:52])([F:51])[O:42][C:43]1[CH:50]=[CH:49][C:46]([CH2:47]Br)=[CH:45][CH:44]=1. (2) Given the product [F:1][C:2]1[CH:10]=[C:9]2[C:5]([C:6]([C:20]3[CH:21]=[CH:22][C:23]4[NH:27][C:26]([CH2:30][CH2:29][C:28]([NH2:33])=[O:31])=[N:25][C:24]=4[CH:32]=3)=[CH:7][N:8]2[S:11]([C:14]2[CH:19]=[CH:18][CH:17]=[CH:16][CH:15]=2)(=[O:12])=[O:13])=[CH:4][CH:3]=1, predict the reactants needed to synthesize it. The reactants are: [F:1][C:2]1[CH:10]=[C:9]2[C:5]([C:6]([C:20]3[CH:21]=[CH:22][C:23]4[N:27]5[C:28](=[O:31])[CH2:29][CH2:30][C:26]5=[N:25][C:24]=4[CH:32]=3)=[CH:7][N:8]2[S:11]([C:14]2[CH:19]=[CH:18][CH:17]=[CH:16][CH:15]=2)(=[O:13])=[O:12])=[CH:4][CH:3]=1.[NH3:33].